Dataset: Forward reaction prediction with 1.9M reactions from USPTO patents (1976-2016). Task: Predict the product of the given reaction. Given the reactants Cl[C:2]1[C:11]2[C:6](=[CH:7][C:8]([O:14][CH2:15][CH2:16][CH2:17][Cl:18])=[C:9]([O:12][CH3:13])[CH:10]=2)[N:5]=[CH:4][N:3]=1.[Cl:19][C:20]1[CH:28]=[C:27]([C:29]#[C:30][CH2:31][O:32][CH3:33])[C:23]2[O:24][CH2:25][O:26][C:22]=2[C:21]=1[NH2:34].C[Si]([N-][Si](C)(C)C)(C)C.[Na+], predict the reaction product. The product is: [Cl:19][C:20]1[CH:28]=[C:27]([C:29]#[C:30][CH2:31][O:32][CH3:33])[C:23]2[O:24][CH2:25][O:26][C:22]=2[C:21]=1[NH:34][C:2]1[C:11]2[C:6](=[CH:7][C:8]([O:14][CH2:15][CH2:16][CH2:17][Cl:18])=[C:9]([O:12][CH3:13])[CH:10]=2)[N:5]=[CH:4][N:3]=1.